Dataset: Forward reaction prediction with 1.9M reactions from USPTO patents (1976-2016). Task: Predict the product of the given reaction. (1) Given the reactants [Br:1][C:2]1[CH:3]=[CH:4][C:5]([O:32][CH:33]2[CH2:38][CH2:37][N:36](C(OC(C)(C)C)=O)[CH2:35][CH2:34]2)=[C:6]([CH:8]2[CH2:13][C:12](=[O:14])[NH:11][CH:10]([C:15]3[CH:20]=[CH:19][CH:18]=[C:17]([Cl:21])[CH:16]=3)[C:9]32[C:29]2[C:24](=[CH:25][C:26]([Cl:30])=[CH:27][CH:28]=2)[NH:23][C:22]3=[O:31])[CH:7]=1.FC(F)(F)C(O)=O, predict the reaction product. The product is: [Br:1][C:2]1[CH:3]=[CH:4][C:5]([O:32][CH:33]2[CH2:38][CH2:37][NH:36][CH2:35][CH2:34]2)=[C:6]([CH:8]2[CH2:13][C:12](=[O:14])[NH:11][CH:10]([C:15]3[CH:16]=[C:17]([Cl:21])[CH:18]=[CH:19][CH:20]=3)[C:9]32[C:29]2[C:24](=[CH:25][C:26]([Cl:30])=[CH:27][CH:28]=2)[NH:23][C:22]3=[O:31])[CH:7]=1. (2) Given the reactants [Cl:1][C:2]1[CH:30]=[CH:29][C:5]([C:6]([NH:8][C:9]2[CH:10]=[N:11][C:12]([CH:15]3[CH2:19][CH2:18][N:17](CC4C=CC(OC)=CC=4)[CH2:16]3)=[CH:13][CH:14]=2)=[O:7])=[CH:4][CH:3]=1.N1C=CC=CC=1.ClC(Cl)(OC(=O)OC(Cl)(Cl)Cl)Cl, predict the reaction product. The product is: [Cl:1][C:2]1[CH:3]=[CH:4][C:5]([C:6]([NH:8][C:9]2[CH:10]=[N:11][C:12]([CH:15]3[CH2:19][CH2:18][NH:17][CH2:16]3)=[CH:13][CH:14]=2)=[O:7])=[CH:29][CH:30]=1. (3) Given the reactants [CH3:1][CH:2]1[CH2:8][C:7]2[CH:9]=[C:10]3[O:15][CH2:14][O:13][C:11]3=[CH:12][C:6]=2[C:5]([C:16]2[CH:21]=[CH:20][C:19]([N+:22]([O-:24])=[O:23])=[CH:18][CH:17]=2)=[N:4][N:3]1[C:25]#[N:26].CN(C)C=O.[N-:32]=[N+:33]=[N-:34].[Na+].[Cl-].[NH4+], predict the reaction product. The product is: [CH3:1][CH:2]1[CH2:8][C:7]2[CH:9]=[C:10]3[O:15][CH2:14][O:13][C:11]3=[CH:12][C:6]=2[C:5]([C:16]2[CH:17]=[CH:18][C:19]([N+:22]([O-:24])=[O:23])=[CH:20][CH:21]=2)=[N:4][N:3]1[C:25]1[NH:34][N:33]=[N:32][N:26]=1. (4) Given the reactants [C:1](Cl)(=[O:4])[CH2:2][CH3:3].OC(C(F)(F)F)=O.[NH2:13][C:14]1[S:18][C:17]([C:19]2[CH:24]=[CH:23][N:22]=[C:21]([NH:25][C:26]3[CH:27]=[C:28]([CH3:32])[CH:29]=[CH:30][CH:31]=3)[N:20]=2)=[CH:16][CH:15]=1.N1C=CC=CC=1, predict the reaction product. The product is: [C:28]1([CH3:32])[CH:29]=[CH:30][CH:31]=[C:26]([NH:25][C:21]2[N:20]=[C:19]([C:17]3[S:18][C:14]([NH:13][C:1](=[O:4])[CH2:2][CH3:3])=[CH:15][CH:16]=3)[CH:24]=[CH:23][N:22]=2)[CH:27]=1.